This data is from Full USPTO retrosynthesis dataset with 1.9M reactions from patents (1976-2016). The task is: Predict the reactants needed to synthesize the given product. (1) Given the product [F:1][C@H:2]1[C@@H:7]([O:8][C:9]2[CH:16]=[CH:15][C:14]([C:17]3[N:22]=[C:21]([NH:23][C:24]4[CH:29]=[CH:28][C:27]([N:30]5[CH2:31][CH2:32][N:33]([CH:36]6[CH2:39][O:38][CH2:37]6)[CH2:34][CH2:35]5)=[CH:26][CH:25]=4)[N:20]=[CH:19][N:18]=3)=[CH:13][C:10]=2[C:11]#[N:12])[CH2:6][CH2:5][N:4]([C:42](=[O:41])[C@@H:43]([CH3:47])[CH2:44][OH:45])[CH2:3]1, predict the reactants needed to synthesize it. The reactants are: [F:1][C@H:2]1[C@@H:7]([O:8][C:9]2[CH:16]=[CH:15][C:14]([C:17]3[N:22]=[C:21]([NH:23][C:24]4[CH:29]=[CH:28][C:27]([N:30]5[CH2:35][CH2:34][N:33]([CH:36]6[CH2:39][O:38][CH2:37]6)[CH2:32][CH2:31]5)=[CH:26][CH:25]=4)[N:20]=[CH:19][N:18]=3)=[CH:13][C:10]=2[C:11]#[N:12])[CH2:6][CH2:5][NH:4][CH2:3]1.[Na+].[OH:41][CH2:42][C@H:43]([CH3:47])[C:44]([O-])=[O:45].CN(C(ON1N=NC2C=CC=NC1=2)=[N+](C)C)C.F[P-](F)(F)(F)(F)F. (2) Given the product [Cl:1][C:2]1[N:3]=[C:4]([NH:32][C:29]2[CH:30]=[C:31]3[C:26]([CH:25]=[N:24][N:23]3[CH3:22])=[CH:27][CH:28]=2)[C:5]2[CH:10]=[CH:9][N:8]([S:11]([C:14]3[CH:20]=[CH:19][C:17]([CH3:18])=[CH:16][CH:15]=3)(=[O:13])=[O:12])[C:6]=2[N:7]=1, predict the reactants needed to synthesize it. The reactants are: [Cl:1][C:2]1[N:3]=[C:4](Cl)[C:5]2[CH:10]=[CH:9][N:8]([S:11]([C:14]3[CH:20]=[CH:19][C:17]([CH3:18])=[CH:16][CH:15]=3)(=[O:13])=[O:12])[C:6]=2[N:7]=1.[CH3:22][N:23]1[C:31]2[C:26](=[CH:27][CH:28]=[C:29]([NH2:32])[CH:30]=2)[CH:25]=[N:24]1.CCN(C(C)C)C(C)C.CCOC(C)=O.